This data is from Reaction yield outcomes from USPTO patents with 853,638 reactions. The task is: Predict the reaction yield, written as a fraction of the theoretical maximum amount of product (1.0 means a 100% yield; for example, 0.34 means a 34% yield). (1) The reactants are [O:1]=[C:2]1[C:10]2[C:5](=[N:6][CH:7]=[CH:8][CH:9]=2)[S:4][N:3]1[CH2:11][C:12]([N:14]1[CH2:19][CH2:18][N:17](C(OC(C)(C)C)=O)[CH2:16][CH2:15]1)=[O:13].C(O)(C(F)(F)F)=O. The catalyst is C(Cl)Cl. The product is [O:13]=[C:12]([N:14]1[CH2:19][CH2:18][NH:17][CH2:16][CH2:15]1)[CH2:11][N:3]1[C:2](=[O:1])[C:10]2[C:5](=[N:6][CH:7]=[CH:8][CH:9]=2)[S:4]1. The yield is 1.00. (2) The reactants are [N:1]1[C:10]2[CH:9]([NH:11][CH2:12][CH2:13][CH2:14][CH2:15][N:16]3[C:24](=[O:25])[C:23]4[C:18](=[CH:19][CH:20]=[CH:21][CH:22]=4)[C:17]3=[O:26])[CH2:8][CH2:7][CH2:6][C:5]=2[CH:4]=[CH:3][CH:2]=1.C(N(C(C)C)CC)(C)C.[I-].[K+].Cl[CH2:39][C:40]1[NH:44][C:43]2[CH:45]=[C:46]([CH3:50])[C:47]([CH3:49])=[CH:48][C:42]=2[N:41]=1. The catalyst is C(#N)C. The product is [CH3:50][C:46]1[C:47]([CH3:49])=[CH:48][C:42]2[NH:41][C:40]([CH2:39][N:11]([CH:9]3[C:10]4[N:1]=[CH:2][CH:3]=[CH:4][C:5]=4[CH2:6][CH2:7][CH2:8]3)[CH2:12][CH2:13][CH2:14][CH2:15][N:16]3[C:24](=[O:25])[C:23]4[C:18](=[CH:19][CH:20]=[CH:21][CH:22]=4)[C:17]3=[O:26])=[N:44][C:43]=2[CH:45]=1. The yield is 0.280. (3) The reactants are [Cl:1][C:2]1[CH:11]=[CH:10][C:5]2[N:6]=[C:7]([NH2:9])[S:8][C:4]=2[CH:3]=1.[C:12](N1C=CN=C1)([N:14]1[CH:18]=[CH:17][N:16]=[CH:15]1)=[S:13]. The catalyst is C(#N)C. The product is [Cl:1][C:2]1[CH:11]=[CH:10][C:5]2[N:6]=[C:7]([NH:9][C:12]([N:14]3[CH:18]=[CH:17][N:16]=[CH:15]3)=[S:13])[S:8][C:4]=2[CH:3]=1. The yield is 0.640. (4) The reactants are [CH2:1]([O:4][C:5]1[C:6]([NH2:15])=[CH:7][C:8]2[C:13]([CH:14]=1)=[CH:12][CH:11]=[CH:10][CH:9]=2)[CH2:2][CH3:3].[OH:16][CH:17]=[C:18]([C:24]1[CH:29]=[CH:28][C:27]([O:30][CH3:31])=[CH:26][CH:25]=1)[C:19](OCC)=O. The catalyst is C1C=CC=CC=1. The product is [CH3:31][O:30][C:27]1[CH:28]=[CH:29][C:24]([C:18]2[C:17](=[O:16])[C:7]3[C:8]4[CH:9]=[CH:10][CH:11]=[CH:12][C:13]=4[CH:14]=[C:5]([O:4][CH2:1][CH2:2][CH3:3])[C:6]=3[NH:15][CH:19]=2)=[CH:25][CH:26]=1. The yield is 0.420. (5) The product is [F:35][C:30]1[CH:31]=[CH:32][CH:33]=[CH:34][C:29]=1[CH:26]1[CH2:25][CH2:24][N:23]([S:20]([C:16]2[N:15]=[C:14]([N:11]3[CH2:12][CH2:13][NH:8][CH2:9][CH2:10]3)[CH:19]=[CH:18][CH:17]=2)(=[O:21])=[O:22])[CH2:28][CH2:27]1. The reactants are C(OC([N:8]1[CH2:13][CH2:12][N:11]([C:14]2[CH:19]=[CH:18][CH:17]=[C:16]([S:20]([N:23]3[CH2:28][CH2:27][CH:26]([C:29]4[CH:34]=[CH:33][CH:32]=[CH:31][C:30]=4[F:35])[CH2:25][CH2:24]3)(=[O:22])=[O:21])[N:15]=2)[CH2:10][CH2:9]1)=O)(C)(C)C. The yield is 0.450. The catalyst is ClCCl.FC(F)(F)C(O)=O. (6) The reactants are Cl[C:2]1[CH:3]=[CH:4][N:5]2[C:10]([C:11]=1[CH3:12])=[C:9]([CH:13]1[CH2:15][CH2:14]1)[CH:8]=[C:7]([C:16]([O:18][CH3:19])=[O:17])[C:6]2=[O:20].[F:21][C:22]1[CH:27]=[C:26](B(O)O)[CH:25]=[CH:24][N:23]=1. No catalyst specified. The product is [CH:13]1([C:9]2[CH:8]=[C:7]([C:16]([O:18][CH3:19])=[O:17])[C:6](=[O:20])[N:5]3[C:10]=2[C:11]([CH3:12])=[C:2]([C:26]2[CH:25]=[CH:24][N:23]=[C:22]([F:21])[CH:27]=2)[CH:3]=[CH:4]3)[CH2:15][CH2:14]1. The yield is 0.890. (7) The reactants are Br[C:2]1[CH:3]=[CH:4][C:5]([O:25][CH3:26])=[C:6]([S:8]([NH:11][C@H:12]([CH2:15][C:16]2[C:24]3[C:19](=[CH:20][CH:21]=[CH:22][CH:23]=3)[NH:18][CH:17]=2)[CH2:13][OH:14])(=[O:10])=[O:9])[CH:7]=1.[C:27]([C:29]1[CH:38]=[CH:37][C:32]([C:33]([NH:35][CH3:36])=[O:34])=[CH:31][CH:30]=1)#[CH:28].CCCC[N+](CCCC)(CCCC)CCCC.[F-].O. The catalyst is C1COCC1.C(O)C.Cl[Pd](Cl)([P](C1C=CC=CC=1)(C1C=CC=CC=1)C1C=CC=CC=1)[P](C1C=CC=CC=1)(C1C=CC=CC=1)C1C=CC=CC=1. The product is [OH:14][CH2:13][C@H:12]([NH:11][S:8]([C:6]1[CH:7]=[C:2]([C:28]#[C:27][C:29]2[CH:38]=[CH:37][C:32]([C:33]([NH:35][CH3:36])=[O:34])=[CH:31][CH:30]=2)[CH:3]=[CH:4][C:5]=1[O:25][CH3:26])(=[O:10])=[O:9])[CH2:15][C:16]1[C:24]2[C:19](=[CH:20][CH:21]=[CH:22][CH:23]=2)[NH:18][CH:17]=1. The yield is 0.350.